Dataset: Reaction yield outcomes from USPTO patents with 853,638 reactions. Task: Predict the reaction yield, written as a fraction of the theoretical maximum amount of product (1.0 means a 100% yield; for example, 0.34 means a 34% yield). The reactants are P([O:8][CH2:9][CH3:10])(OCC)OCC.C[O:12][CH2:13][CH2:14]CC.[CH3:17][C:18](C)([O-:20])C.[K+].[CH2:23]([O:30][C:31]1[CH:38]=[CH:37][C:34]([CH:35]=O)=[CH:33][CH:32]=1)[C:24]1[CH:29]=[CH:28][CH:27]=[CH:26][CH:25]=1. The catalyst is O.C(O)(C)(C)C. The product is [CH2:18]([O:20][C:9](=[O:8])[C:10]([O:12][CH2:13][CH3:14])=[CH:35][C:34]1[CH:37]=[CH:38][C:31]([O:30][CH2:23][C:24]2[CH:29]=[CH:28][CH:27]=[CH:26][CH:25]=2)=[CH:32][CH:33]=1)[CH3:17]. The yield is 0.920.